Dataset: Forward reaction prediction with 1.9M reactions from USPTO patents (1976-2016). Task: Predict the product of the given reaction. (1) Given the reactants [F:1][C:2]([F:9])([F:8])[C:3]1[N:4]=[CH:5][NH:6][CH:7]=1.[H-].[Na+].FC(F)(F)S(O[C:18]1[C:23]([CH3:24])=[CH:22][C:21]([N+:25]([O-:27])=[O:26])=[CH:20][C:19]=1[CH3:28])(=O)=O, predict the reaction product. The product is: [CH3:24][C:23]1[CH:22]=[C:21]([N+:25]([O-:27])=[O:26])[CH:20]=[C:19]([CH3:28])[C:18]=1[N:6]1[CH:7]=[C:3]([C:2]([F:9])([F:8])[F:1])[N:4]=[CH:5]1. (2) Given the reactants [CH3:1][CH:2]1[C:4]2([CH2:8][CH2:7][CH2:6][CH2:5]2)[CH:3]1[C:9]([O:11]CC)=[O:10].C1(C(OCC)=O)C2(CCCCC2)C1, predict the reaction product. The product is: [CH3:1][CH:2]1[C:4]2([CH2:8][CH2:7][CH2:6][CH2:5]2)[CH:3]1[C:9]([OH:11])=[O:10]. (3) Given the reactants [Br:1][CH2:2][C:3]([NH:5][C:6]1[CH:16]=[CH:15][C:14]([C:17]2[CH:18]=[C:19]3[C:25]([C:26]4[CH:31]=[CH:30][CH:29]=[CH:28][C:27]=4[O:32][CH3:33])=[N:24][N:23](COCC[Si](C)(C)C)[C:20]3=[N:21][CH:22]=2)=[CH:13][C:7]=1[C:8]([N:10]([CH3:12])[CH3:11])=[O:9])=[O:4].Cl(O)(=O)(=O)=O.O, predict the reaction product. The product is: [Br:1][CH2:2][C:3]([NH:5][C:6]1[CH:16]=[CH:15][C:14]([C:17]2[CH:18]=[C:19]3[C:25]([C:26]4[CH:31]=[CH:30][CH:29]=[CH:28][C:27]=4[O:32][CH3:33])=[N:24][NH:23][C:20]3=[N:21][CH:22]=2)=[CH:13][C:7]=1[C:8]([N:10]([CH3:12])[CH3:11])=[O:9])=[O:4]. (4) Given the reactants [CH2:1]([C:3]1[CH:4]=[N:5][C:6]([N:9]2[CH2:14][CH2:13][CH:12]([CH2:15][O:16][CH:17]3[CH2:20][N:19](C(OC(C)(C)C)=O)[CH2:18]3)[CH2:11][CH2:10]2)=[N:7][CH:8]=1)[CH3:2].[ClH:28], predict the reaction product. The product is: [ClH:28].[NH:19]1[CH2:18][CH:17]([O:16][CH2:15][CH:12]2[CH2:13][CH2:14][N:9]([C:6]3[N:5]=[CH:4][C:3]([CH2:1][CH3:2])=[CH:8][N:7]=3)[CH2:10][CH2:11]2)[CH2:20]1. (5) Given the reactants [CH3:1][CH:2](OS(C)(=O)=O)[CH2:3][CH2:4][O:5][C:6]1[CH:11]=[CH:10][C:9]([C:12]([F:15])([F:14])[F:13])=[CH:8][C:7]=1[O:16][C:17]1[CH:22]=[CH:21][CH:20]=[CH:19][CH:18]=1.C(=O)([O-])[O-].[K+].[K+].C[O:35][C:36](=[O:47])[CH2:37][CH2:38][C:39]1[CH:44]=[CH:43][C:42]([SH:45])=[CH:41][C:40]=1[CH3:46].[OH-].[Na+], predict the reaction product. The product is: [CH3:46][C:40]1[CH:41]=[C:42]([S:45][C@H:2]([CH3:1])[CH2:3][CH2:4][O:5][C:6]2[CH:11]=[CH:10][C:9]([C:12]([F:15])([F:14])[F:13])=[CH:8][C:7]=2[O:16][C:17]2[CH:22]=[CH:21][CH:20]=[CH:19][CH:18]=2)[CH:43]=[CH:44][C:39]=1[CH2:38][CH2:37][C:36]([OH:35])=[O:47]. (6) Given the reactants [CH2:1]([O:3][C:4](=[O:19])[CH2:5][CH2:6][N:7]1[C:11]2[CH:12]=[C:13]([C:16]#[N:17])[CH:14]=[CH:15][C:10]=2[NH:9][C:8]1=[O:18])[CH3:2].Cl[CH2:21][C:22]1[C:31]2[C:26](=[CH:27][CH:28]=[CH:29][CH:30]=2)[CH:25]=[CH:24][CH:23]=1.C([O-])([O-])=O.[K+].[K+], predict the reaction product. The product is: [CH2:1]([O:3][C:4](=[O:19])[CH2:5][CH2:6][N:7]1[C:11]2[CH:12]=[C:13]([C:16]#[N:17])[CH:14]=[CH:15][C:10]=2[N:9]([CH2:21][C:22]2[C:31]3[C:26](=[CH:27][CH:28]=[CH:29][CH:30]=3)[CH:25]=[CH:24][CH:23]=2)[C:8]1=[O:18])[CH3:2]. (7) The product is: [C:1]([C:9]1[O:10][C:11]2[C:17]([OH:18])=[CH:16][CH:15]=[C:14]([C:20]([NH:22][C:23]3[C:28]([Cl:29])=[CH:27][CH:26]=[CH:25][C:24]=3[Cl:30])=[O:21])[C:12]=2[CH:13]=1)(=[O:8])[C:2]1[CH:3]=[CH:4][CH:5]=[CH:6][CH:7]=1. Given the reactants [C:1]([C:9]1[O:10][C:11]2[C:17]([O:18]C)=[CH:16][CH:15]=[C:14]([C:20]([NH:22][C:23]3[C:28]([Cl:29])=[CH:27][CH:26]=[CH:25][C:24]=3[Cl:30])=[O:21])[C:12]=2[CH:13]=1)(=[O:8])[C:2]1[CH:7]=[CH:6][CH:5]=[CH:4][CH:3]=1.B(Br)(Br)Br.O, predict the reaction product.